Task: Predict the reactants needed to synthesize the given product.. Dataset: Full USPTO retrosynthesis dataset with 1.9M reactions from patents (1976-2016) (1) Given the product [CH2:14]([N:21]([CH3:43])[C:22]([C:24]1[CH:37]=[N:36][C:35]2[C:26](=[CH:27][C:28]([F:42])=[C:29]3[C:34]=2[N:33]=[CH:32][CH:31]([C:38]#[N:39])[C:30]3=[O:4])[CH:25]=1)=[O:23])[C:15]1[CH:16]=[CH:17][CH:18]=[CH:19][CH:20]=1, predict the reactants needed to synthesize it. The reactants are: FC(F)(F)C(OC(=O)C(F)(F)F)=[O:4].[CH2:14]([N:21]([CH3:43])[C:22]([C:24]1[CH:37]=[N:36][C:35]2[C:26](=[CH:27][C:28]([F:42])=[C:29]3[C:34]=2[N:33]=[CH:32][C:31]([C:38](=O)[NH2:39])=[C:30]3Cl)[CH:25]=1)=[O:23])[C:15]1[CH:20]=[CH:19][CH:18]=[CH:17][CH:16]=1.Cl. (2) Given the product [CH2:8]([N:16]1[C:4](=[O:5])[CH:3]=[CH:2][C:1]1=[O:7])[CH2:9][CH2:10][CH2:11][CH2:12][CH2:13][CH2:14][CH3:15], predict the reactants needed to synthesize it. The reactants are: [C:1]1(=[O:7])O[C:4](=[O:5])[CH:3]=[CH:2]1.[CH2:8]([NH2:16])[CH2:9][CH2:10][CH2:11][CH2:12][CH2:13][CH2:14][CH3:15].C[Si](C)(C)N[Si](C)(C)C.Cl. (3) Given the product [Cl:1][C:2]1[C:3]([CH2:16][O:17][C:18]2[CH:27]=[C:26]3[C:21]([CH2:22][CH2:23][C:24]([CH3:29])([CH3:28])[O:25]3)=[CH:20][CH:19]=2)=[CH:4][C:5]([F:15])=[C:6]([CH:14]=1)[C:7]([OH:9])=[O:8], predict the reactants needed to synthesize it. The reactants are: [Cl:1][C:2]1[C:3]([CH2:16][O:17][C:18]2[CH:27]=[C:26]3[C:21]([CH2:22][CH2:23][C:24]([CH3:29])([CH3:28])[O:25]3)=[CH:20][CH:19]=2)=[CH:4][C:5]([F:15])=[C:6]([CH:14]=1)[C:7]([O:9]C(C)(C)C)=[O:8].FC(F)(F)C(O)=O. (4) Given the product [Cl:8][C:6]1[N:5]=[N:4][C:3]([NH2:9])=[C:2]([C:19]2[C:14]([O:13][CH2:12][C:11]([F:23])([F:10])[F:24])=[N:15][CH:16]=[CH:17][CH:18]=2)[CH:7]=1, predict the reactants needed to synthesize it. The reactants are: Br[C:2]1[CH:7]=[C:6]([Cl:8])[N:5]=[N:4][C:3]=1[NH2:9].[F:10][C:11]([F:24])([F:23])[CH2:12][O:13][C:14]1[C:19](B(O)O)=[CH:18][CH:17]=[CH:16][N:15]=1.